This data is from CYP2C19 inhibition data for predicting drug metabolism from PubChem BioAssay. The task is: Regression/Classification. Given a drug SMILES string, predict its absorption, distribution, metabolism, or excretion properties. Task type varies by dataset: regression for continuous measurements (e.g., permeability, clearance, half-life) or binary classification for categorical outcomes (e.g., BBB penetration, CYP inhibition). Dataset: cyp2c19_veith. The compound is CCOc1ccc(N2C(=O)CS/C2=N/NC(=O)COc2ccc3ccccc3c2)cc1. The result is 1 (inhibitor).